From a dataset of Catalyst prediction with 721,799 reactions and 888 catalyst types from USPTO. Predict which catalyst facilitates the given reaction. (1) Reactant: [F:1][C:2]1[CH:7]=[C:6]([CH3:8])[CH:5]=[CH:4][C:3]=1[NH:9][C:10]1[C:19]2[C:14](=[CH:15][C:16]([O:26][CH3:27])=[C:17]([C:20]3[CH2:21][CH2:22][NH:23][CH2:24][CH:25]=3)[CH:18]=2)[N:13]=[N:12][C:11]=1[C:28]#[N:29].[CH3:30][C:31]([CH3:33])=O.C(O)(=O)C.C(O[BH-](OC(=O)C)OC(=O)C)(=O)C.[Na+]. Product: [F:1][C:2]1[CH:7]=[C:6]([CH3:8])[CH:5]=[CH:4][C:3]=1[NH:9][C:10]1[C:19]2[C:14](=[CH:15][C:16]([O:26][CH3:27])=[C:17]([C:20]3[CH2:21][CH2:22][N:23]([CH:31]([CH3:33])[CH3:30])[CH2:24][CH:25]=3)[CH:18]=2)[N:13]=[N:12][C:11]=1[C:28]#[N:29]. The catalyst class is: 68. (2) Reactant: [S:1]1[C:5]([C:6]([OH:8])=[O:7])=[CH:4][C:3]2[CH2:9][CH2:10][CH2:11][CH2:12][C:2]1=2.O.[N+]([O-])([O-])=[O:15].[Ce+4].[NH4+].[N+]([O-])([O-])=O.[N+]([O-])([O-])=O.[N+]([O-])([O-])=O.[N+]([O-])([O-])=O. Product: [O:15]=[C:12]1[C:2]2[S:1][C:5]([C:6]([OH:8])=[O:7])=[CH:4][C:3]=2[CH2:9][CH2:10][CH2:11]1. The catalyst class is: 15. (3) Reactant: [Cl:1][C:2]1[C:3]([CH3:24])=[C:4]([C:19]([NH:21][CH2:22][CH3:23])=[O:20])[C:5]([C:11]2[CH:16]=[C:15]([F:17])[CH:14]=[C:13]([F:18])[CH:12]=2)=[C:6]([CH:8]([OH:10])[CH3:9])[CH:7]=1.C(N(CC)C(C)C)(C)C.[CH3:34][S:35](Cl)(=[O:37])=[O:36]. Product: [CH3:34][S:35]([O:10][CH:8]([C:6]1[CH:7]=[C:2]([Cl:1])[C:3]([CH3:24])=[C:4]([C:19]([NH:21][CH2:22][CH3:23])=[O:20])[C:5]=1[C:11]1[CH:12]=[C:13]([F:18])[CH:14]=[C:15]([F:17])[CH:16]=1)[CH3:9])(=[O:37])=[O:36]. The catalyst class is: 2. (4) Product: [C:1]1([NH:7][C:8](=[S:11])[NH:9]/[N:10]=[CH:12]/[C:13]2[CH:14]=[N:15][CH:16]=[CH:17][CH:18]=2)[CH:2]=[CH:3][CH:4]=[CH:5][CH:6]=1. The catalyst class is: 5. Reactant: [C:1]1([NH:7][C:8](=[S:11])[NH:9][NH2:10])[CH:6]=[CH:5][CH:4]=[CH:3][CH:2]=1.[CH:12](=O)[C:13]1[CH:18]=[CH:17][CH:16]=[N:15][CH:14]=1. (5) Reactant: [C:1](Cl)(=[O:3])[CH3:2].[CH3:5][C:6]1[N:10]([C:11]2[CH:16]=[CH:15][C:14]([C:17]([F:20])([F:19])[F:18])=[CH:13][N:12]=2)[N:9]=[CH:8][C:7]=1[C:21]([NH:23][C:24]1[CH:25]=[N:26][C:27]([C:31]2[CH2:32][CH2:33][NH:34][CH2:35][CH:36]=2)=[C:28]([CH3:30])[CH:29]=1)=[O:22].O. Product: [C:1]([N:34]1[CH2:35][CH:36]=[C:31]([C:27]2[N:26]=[CH:25][C:24]([NH:23][C:21]([C:7]3[CH:8]=[N:9][N:10]([C:11]4[CH:16]=[CH:15][C:14]([C:17]([F:20])([F:19])[F:18])=[CH:13][N:12]=4)[C:6]=3[CH3:5])=[O:22])=[CH:29][C:28]=2[CH3:30])[CH2:32][CH2:33]1)(=[O:3])[CH3:2]. The catalyst class is: 17. (6) Reactant: C([O-])=O.[NH4+].CN(C)/[CH:7]=[CH:8]/[C:9]1[S:13][C:12]([C:14]([O:16][CH3:17])=[O:15])=[CH:11][C:10]=1[N+:18]([O-])=O. Product: [S:13]1[C:9]2[CH:8]=[CH:7][NH:18][C:10]=2[CH:11]=[C:12]1[C:14]([O:16][CH3:17])=[O:15]. The catalyst class is: 515. (7) Reactant: Cl.O1CCCCC1[O:8][CH2:9][C:10]1[CH:11]=[C:12]([C:16]2[NH:20][C:19](=[O:21])[O:18][N:17]=2)[CH:13]=[CH:14][CH:15]=1. Product: [OH:8][CH2:9][C:10]1[CH:11]=[C:12]([C:16]2[NH:20][C:19](=[O:21])[O:18][N:17]=2)[CH:13]=[CH:14][CH:15]=1. The catalyst class is: 334. (8) The catalyst class is: 64. Reactant: [CH:1]1([CH2:4][N:5]2[CH2:10][CH2:9][CH2:8][C:7]([C:18]3[CH:19]=[C:20]([OH:24])[CH:21]=[CH:22][CH:23]=3)([C:11]3[CH:16]=[CH:15][C:14]([CH3:17])=[CH:13][CH:12]=3)[CH2:6]2)[CH2:3][CH2:2]1.C(N(CC)CC)C.[C:32](Cl)(=[O:35])[CH2:33][CH3:34]. Product: [CH:1]1([CH2:4][N:5]2[CH2:10][CH2:9][CH2:8][C:7]([C:18]3[CH:19]=[C:20]([O:24][C:32](=[O:35])[CH2:33][CH3:34])[CH:21]=[CH:22][CH:23]=3)([C:11]3[CH:16]=[CH:15][C:14]([CH3:17])=[CH:13][CH:12]=3)[CH2:6]2)[CH2:3][CH2:2]1. (9) Reactant: Br[CH:2]1[CH2:6][CH2:5][N:4]([C:7]2[CH:12]=[CH:11][CH:10]=[C:9]([C:13]([F:16])([F:15])[F:14])[CH:8]=2)[C:3]1=[O:17].[NH2:18][C:19]1[N:24]=[C:23]([SH:25])[C:22]([C:26]#[N:27])=[C:21]([S:28][CH3:29])[N:20]=1.C(=O)([O-])[O-].[K+].[K+]. Product: [NH2:18][C:19]1[N:20]=[C:21]([S:28][CH3:29])[C:22]([C:26]#[N:27])=[C:23]([S:25][CH:2]2[CH2:6][CH2:5][N:4]([C:7]3[CH:12]=[CH:11][CH:10]=[C:9]([C:13]([F:16])([F:15])[F:14])[CH:8]=3)[C:3]2=[O:17])[N:24]=1. The catalyst class is: 3. (10) Reactant: [Cl:1][C:2]1[CH:3]=[CH:4][C:5]([O:29][CH:30]([F:32])[F:31])=[C:6]([C:8]2[C:12]([NH:13][C:14]([C:16]3[CH:17]=[N:18][N:19]4[CH:24]=[CH:23][CH:22]=[N:21][C:20]=34)=[O:15])=[CH:11][N:10]([CH2:25][C:26](O)=[O:27])[N:9]=2)[CH:7]=1.[CH3:33][N:34]([CH3:43])[CH2:35][CH2:36][N:37]1[CH2:42][CH2:41][NH:40][CH2:39][CH2:38]1.CCN(C(C)C)C(C)C.CN(C(ON1N=NC2C=CC=NC1=2)=[N+](C)C)C.F[P-](F)(F)(F)(F)F. Product: [Cl:1][C:2]1[CH:3]=[CH:4][C:5]([O:29][CH:30]([F:32])[F:31])=[C:6]([C:8]2[C:12]([NH:13][C:14]([C:16]3[CH:17]=[N:18][N:19]4[CH:24]=[CH:23][CH:22]=[N:21][C:20]=34)=[O:15])=[CH:11][N:10]([CH2:25][C:26]([N:40]3[CH2:41][CH2:42][N:37]([CH2:36][CH2:35][N:34]([CH3:43])[CH3:33])[CH2:38][CH2:39]3)=[O:27])[N:9]=2)[CH:7]=1. The catalyst class is: 3.